This data is from Full USPTO retrosynthesis dataset with 1.9M reactions from patents (1976-2016). The task is: Predict the reactants needed to synthesize the given product. (1) Given the product [NH2:5][C:6]1[C:15]2[N:16]=[C:17]([CH2:31][OH:32])[N:18]([CH2:19][CH2:20][CH2:21][CH2:22][NH:23][C:24]([CH:26]3[CH2:30][CH2:29][CH2:28][CH2:27]3)=[O:25])[C:14]=2[C:13]2[CH:12]=[CH:11][CH:10]=[CH:9][C:8]=2[N:7]=1, predict the reactants needed to synthesize it. The reactants are: B(Br)(Br)Br.[NH2:5][C:6]1[C:15]2[N:16]=[C:17]([CH2:31][O:32]CC)[N:18]([CH2:19][CH2:20][CH2:21][CH2:22][NH:23][C:24]([CH:26]3[CH2:30][CH2:29][CH2:28][CH2:27]3)=[O:25])[C:14]=2[C:13]2[CH:12]=[CH:11][CH:10]=[CH:9][C:8]=2[N:7]=1. (2) Given the product [C:9]1([S:15]([NH:7][C:6]2[CH:5]=[CH:4][C:3]([OH:8])=[CH:2][CH:1]=2)(=[O:17])=[O:16])[CH:14]=[CH:13][CH:12]=[CH:11][CH:10]=1, predict the reactants needed to synthesize it. The reactants are: [CH:1]1[C:6]([NH2:7])=[CH:5][CH:4]=[C:3]([OH:8])[CH:2]=1.[C:9]1([S:15](Cl)(=[O:17])=[O:16])[CH:14]=[CH:13][CH:12]=[CH:11][CH:10]=1. (3) The reactants are: [CH3:1][C:2]1[CH2:3][C:4]2[C:9]([CH:10]=1)=[CH:8][CH:7]=[CH:6][CH:5]=2.C([Li])CCC.[CH3:16][C:17]1[S:21][C:20]2[CH:22]([CH2:29][CH2:30]OS(C(F)(F)F)(=O)=O)[C:23]3[S:24][C:25]([CH3:28])=[CH:26][C:27]=3[C:19]=2[CH:18]=1. Given the product [CH3:1][C:2]1[CH:10]([CH2:30][CH2:29][C:22]2[C:20]3[S:21][C:17]([CH3:16])=[CH:18][C:19]=3[C:27]3[C:23]=2[S:24][CH:25]([CH3:28])[CH:26]=3)[C:9]2[C:4]([CH:3]=1)=[CH:5][CH:6]=[CH:7][CH:8]=2, predict the reactants needed to synthesize it. (4) Given the product [Br:1][C:2]1[C:3](=[O:25])[NH:4][C:5]([C:11]2[CH:16]=[C:15]([C:17](=[O:20])[CH2:18][N:33]3[CH2:38][CH2:37][O:36][CH2:35][CH2:34]3)[CH:14]=[CH:13][C:12]=2[O:21][CH2:22][CH2:23][CH3:24])=[N:6][C:7]=1[CH:8]([CH3:10])[CH3:9], predict the reactants needed to synthesize it. The reactants are: [Br:1][C:2]1[C:3](=[O:25])[NH:4][C:5]([C:11]2[CH:16]=[C:15]([C:17](=[O:20])[CH2:18]Br)[CH:14]=[CH:13][C:12]=2[O:21][CH2:22][CH2:23][CH3:24])=[N:6][C:7]=1[CH:8]([CH3:10])[CH3:9].C(N(CC)CC)C.[NH:33]1[CH2:38][CH2:37][O:36][CH2:35][CH2:34]1. (5) Given the product [OH:28][CH2:27][CH2:26][O:25][CH2:24][CH2:23][O:1][C:2]1[CH:3]=[CH:4][C:5]([C:6]([C:8]2[CH:13]=[CH:12][CH:11]=[CH:10][CH:9]=2)=[O:7])=[CH:14][CH:15]=1, predict the reactants needed to synthesize it. The reactants are: [OH:1][C:2]1[CH:15]=[CH:14][C:5]([C:6]([C:8]2[CH:13]=[CH:12][CH:11]=[CH:10][CH:9]=2)=[O:7])=[CH:4][CH:3]=1.C([O-])([O-])=O.[K+].[K+].Cl[CH2:23][CH2:24][O:25][CH2:26][CH2:27][OH:28].[Na+].[I-]. (6) Given the product [CH2:36]([S:22][C:10](=[N:9][C:3]1[C:2]([CH3:1])=[CH:7][CH:6]=[CH:5][C:4]=1[CH3:8])[CH3:12])[CH3:37], predict the reactants needed to synthesize it. The reactants are: [CH3:1][C:2]1[CH:7]=[CH:6][CH:5]=[C:4]([CH3:8])[C:3]=1[NH:9][C:10]([CH3:12])=O.COC1C=CC(P2(=S)SP(=S)(C3C=CC(OC)=CC=3)[S:22]2)=CC=1.[O-][CH2:36][CH3:37].[Na+].ICC.